Dataset: Reaction yield outcomes from USPTO patents with 853,638 reactions. Task: Predict the reaction yield, written as a fraction of the theoretical maximum amount of product (1.0 means a 100% yield; for example, 0.34 means a 34% yield). (1) The reactants are [NH2:1][C:2]1[N:7]=[CH:6][N:5]=[C:4]2[N:8]([CH:12]([C:14]3[C:15]([O:33][CH3:34])=[C:16]([CH:22]4[CH2:25][N:24]([C:26]([O:28][C:29]([CH3:32])([CH3:31])[CH3:30])=[O:27])[CH2:23]4)[C:17]([F:21])=[C:18]([Cl:20])[CH:19]=3)[CH3:13])[N:9]=[C:10](I)[C:3]=12.[CH3:35][C:36]1(C)C(C)(C)OB(C=C)O1.C(=O)([O-])[O-].[Na+].[Na+]. The catalyst is CN(C)C=O.O.[Pd].C1(P(C2C=CC=CC=2)C2C=CC=CC=2)C=CC=CC=1.C1(P(C2C=CC=CC=2)C2C=CC=CC=2)C=CC=CC=1.C1(P(C2C=CC=CC=2)C2C=CC=CC=2)C=CC=CC=1.C1(P(C2C=CC=CC=2)C2C=CC=CC=2)C=CC=CC=1. The product is [NH2:1][C:2]1[N:7]=[CH:6][N:5]=[C:4]2[N:8]([CH:12]([C:14]3[C:15]([O:33][CH3:34])=[C:16]([CH:22]4[CH2:25][N:24]([C:26]([O:28][C:29]([CH3:32])([CH3:31])[CH3:30])=[O:27])[CH2:23]4)[C:17]([F:21])=[C:18]([Cl:20])[CH:19]=3)[CH3:13])[N:9]=[C:10]([CH:35]=[CH2:36])[C:3]=12. The yield is 0.740. (2) The reactants are [CH2:1]([O:8][C:9]1[C:10]([CH2:27][OH:28])=[N:11][CH:12]=[C:13]([C:25]=1[OH:26])[C:14]([NH:16][CH2:17][C:18]1[CH:23]=[CH:22][C:21]([F:24])=[CH:20][CH:19]=1)=[O:15])[C:2]1[CH:7]=[CH:6][CH:5]=[CH:4][CH:3]=1. The catalyst is C(Cl)(Cl)Cl.[O-2].[O-2].[Mn+4]. The product is [CH2:1]([O:8][C:9]1[C:10]([CH:27]=[O:28])=[N:11][CH:12]=[C:13]([C:25]=1[OH:26])[C:14]([NH:16][CH2:17][C:18]1[CH:19]=[CH:20][C:21]([F:24])=[CH:22][CH:23]=1)=[O:15])[C:2]1[CH:7]=[CH:6][CH:5]=[CH:4][CH:3]=1. The yield is 0.840.